Task: Regression. Given two drug SMILES strings and cell line genomic features, predict the synergy score measuring deviation from expected non-interaction effect.. Dataset: NCI-60 drug combinations with 297,098 pairs across 59 cell lines (1) Drug 1: C#CCC(CC1=CN=C2C(=N1)C(=NC(=N2)N)N)C3=CC=C(C=C3)C(=O)NC(CCC(=O)O)C(=O)O. Drug 2: CC1=C(C(=O)C2=C(C1=O)N3CC4C(C3(C2COC(=O)N)OC)N4)N. Cell line: CCRF-CEM. Synergy scores: CSS=55.8, Synergy_ZIP=-5.71, Synergy_Bliss=-4.48, Synergy_Loewe=-0.523, Synergy_HSA=-0.506. (2) Drug 1: C1=NC(=NC(=O)N1C2C(C(C(O2)CO)O)O)N. Drug 2: C1=NNC2=C1C(=O)NC=N2. Cell line: M14. Synergy scores: CSS=36.8, Synergy_ZIP=-3.64, Synergy_Bliss=8.23, Synergy_Loewe=-26.3, Synergy_HSA=5.67. (3) Drug 1: C1CN1C2=NC(=NC(=N2)N3CC3)N4CC4. Cell line: SNB-75. Synergy scores: CSS=25.8, Synergy_ZIP=-5.13, Synergy_Bliss=1.79, Synergy_Loewe=-3.27, Synergy_HSA=2.60. Drug 2: COC1=C2C(=CC3=C1OC=C3)C=CC(=O)O2. (4) Drug 1: C1=NC2=C(N1)C(=S)N=C(N2)N. Drug 2: CCC(=C(C1=CC=CC=C1)C2=CC=C(C=C2)OCCN(C)C)C3=CC=CC=C3.C(C(=O)O)C(CC(=O)O)(C(=O)O)O. Cell line: UACC62. Synergy scores: CSS=32.2, Synergy_ZIP=0.539, Synergy_Bliss=-0.622, Synergy_Loewe=-9.95, Synergy_HSA=-0.0124. (5) Drug 1: CCCS(=O)(=O)NC1=C(C(=C(C=C1)F)C(=O)C2=CNC3=C2C=C(C=N3)C4=CC=C(C=C4)Cl)F. Drug 2: CS(=O)(=O)OCCCCOS(=O)(=O)C. Cell line: SNB-19. Synergy scores: CSS=1.42, Synergy_ZIP=0.380, Synergy_Bliss=2.86, Synergy_Loewe=-1.35, Synergy_HSA=0.0743. (6) Drug 1: COC1=NC(=NC2=C1N=CN2C3C(C(C(O3)CO)O)O)N. Drug 2: CNC(=O)C1=NC=CC(=C1)OC2=CC=C(C=C2)NC(=O)NC3=CC(=C(C=C3)Cl)C(F)(F)F. Cell line: MDA-MB-231. Synergy scores: CSS=-3.98, Synergy_ZIP=5.62, Synergy_Bliss=3.94, Synergy_Loewe=0.408, Synergy_HSA=-2.31. (7) Drug 1: CCC1=CC2CC(C3=C(CN(C2)C1)C4=CC=CC=C4N3)(C5=C(C=C6C(=C5)C78CCN9C7C(C=CC9)(C(C(C8N6C)(C(=O)OC)O)OC(=O)C)CC)OC)C(=O)OC.C(C(C(=O)O)O)(C(=O)O)O. Drug 2: C1=C(C(=O)NC(=O)N1)N(CCCl)CCCl. Cell line: MCF7. Synergy scores: CSS=27.3, Synergy_ZIP=-14.1, Synergy_Bliss=-13.2, Synergy_Loewe=-17.1, Synergy_HSA=-8.77.